This data is from B-cell epitopes from IEDB database with 3,159 antigens for binding position prediction. The task is: Token-level Classification. Given an antigen amino acid sequence, predict which amino acid positions are active epitope sites capable of antibody binding. Output is a list of indices for active positions. Given the antigen sequence: SVSQHFNVYKATRPYIAYCADCGAGHSCHSPVAIEAVRSEATDGMLKIQFSAQIGIDKSDNHDYTKIRYADGHAIENAVRSSLKVATSGDCFVHGTMGHFILAKCPPGEFLQVSIQDTRNAVRACRIQYHHDPQPVGREKFTIRPHYGKEIPCTTYQQTTAETVEEIDMHMPPDTPDRTLLSQQSGNVKITVGGKKVKYNCTCGTGNVGTTNSDMTINTCLIEQCHVSVTDHKKWQFNSPFVPRADEPARKGKVHIPFPLDNITCRVPMAREPTVIHGKREVTLHLHPDHPTLFSYRTLGEDPQYHEEWVTAAVERTIPVPVDGMEYHWGNNDPVRLWSQLTTEGKPHGWPHQIVQYYYGLYPAATVSAVVGMSLLALISIFASCYMLVAARSKCLTPYALTPGAAVPWTLGILCCAPRAHA, which amino acid positions are active epitope sites? The epitope positions are: [338, 339, 340, 341, 342, 343, 344, 345, 346, 347, 348, 349]. The amino acids at these positions are: SQLTTEGKPHGW.